This data is from Peptide-MHC class I binding affinity with 185,985 pairs from IEDB/IMGT. The task is: Regression. Given a peptide amino acid sequence and an MHC pseudo amino acid sequence, predict their binding affinity value. This is MHC class I binding data. (1) The peptide sequence is VPAPAGPIV. The binding affinity (normalized) is 0. The MHC is HLA-A24:02 with pseudo-sequence HLA-A24:02. (2) The peptide sequence is SLNLAKEAV. The MHC is HLA-B40:01 with pseudo-sequence HLA-B40:01. The binding affinity (normalized) is 0.0847. (3) The peptide sequence is ILFILFFAY. The MHC is HLA-A31:01 with pseudo-sequence HLA-A31:01. The binding affinity (normalized) is 0.137. (4) The peptide sequence is VYCFTPSPVV. The binding affinity (normalized) is 0.302. The MHC is Patr-A0701 with pseudo-sequence Patr-A0701. (5) The peptide sequence is ESRPFDLIKK. The MHC is HLA-A31:01 with pseudo-sequence HLA-A31:01. The binding affinity (normalized) is 0.487. (6) The binding affinity (normalized) is 0. The MHC is HLA-A24:02 with pseudo-sequence HLA-A24:02. The peptide sequence is LPHIIDEVI. (7) The peptide sequence is RRVSGCVSV. The MHC is HLA-B15:01 with pseudo-sequence HLA-B15:01. The binding affinity (normalized) is 0.0847.